Dataset: Catalyst prediction with 721,799 reactions and 888 catalyst types from USPTO. Task: Predict which catalyst facilitates the given reaction. (1) Reactant: [Cl:1][C:2]1[CH:3]=[C:4]([CH:12]([CH2:30][C@H:31]2[CH2:51][CH2:50][C:33]3([O:37][C@H:36]([C:38]4[CH:43]=[CH:42][CH:41]=[CH:40][CH:39]=4)[C@@H:35]([C:44]4[CH:49]=[CH:48][CH:47]=[CH:46][CH:45]=4)[O:34]3)[CH2:32]2)[C:13](=O)[CH2:14][CH2:15][C:16]([C:18]2[CH:23]=[CH:22][C:21]([CH:24]3[O:28]CCO3)=[CH:20][N:19]=2)=O)[CH:5]=[CH:6][C:7]=1[S:8]([CH3:11])(=[O:10])=[O:9].C([O-])(=O)C.[NH4+:56].C(=O)([O-])O.[Na+]. Product: [Cl:1][C:2]1[CH:3]=[C:4]([CH:12]([C:13]2[NH:56][C:16]([C:18]3[N:19]=[CH:20][C:21]([CH:24]=[O:28])=[CH:22][CH:23]=3)=[CH:15][CH:14]=2)[CH2:30][C@H:31]2[CH2:51][CH2:50][C:33]3([O:37][C@H:36]([C:38]4[CH:39]=[CH:40][CH:41]=[CH:42][CH:43]=4)[C@@H:35]([C:44]4[CH:45]=[CH:46][CH:47]=[CH:48][CH:49]=4)[O:34]3)[CH2:32]2)[CH:5]=[CH:6][C:7]=1[S:8]([CH3:11])(=[O:10])=[O:9]. The catalyst class is: 342. (2) Reactant: [F:1][C:2]1[CH:3]=[C:4]([C:10]2[CH:14]=[C:13]([CH3:15])[O:12][N:11]=2)[CH:5]=[CH:6][C:7]=1[O:8]C.C(S)CCCCCCCCCCC.[Al+3].[Cl-].[Cl-].[Cl-]. Product: [F:1][C:2]1[CH:3]=[C:4]([C:10]2[CH:14]=[C:13]([CH3:15])[O:12][N:11]=2)[CH:5]=[CH:6][C:7]=1[OH:8]. The catalyst class is: 11. (3) Reactant: [Cl:1][C:2]1[N:7]=[C:6](Cl)[C:5]([F:9])=[CH:4][N:3]=1.C(N(CC)CC)C.[CH2:17]([O:24][C:25]([N:27]1[CH2:32][CH2:31][CH:30]([CH2:33][NH2:34])[CH2:29][CH2:28]1)=[O:26])[C:18]1[CH:23]=[CH:22][CH:21]=[CH:20][CH:19]=1. Product: [CH2:17]([O:24][C:25]([N:27]1[CH2:32][CH2:31][CH:30]([CH2:33][NH:34][C:6]2[C:5]([F:9])=[CH:4][N:3]=[C:2]([Cl:1])[N:7]=2)[CH2:29][CH2:28]1)=[O:26])[C:18]1[CH:23]=[CH:22][CH:21]=[CH:20][CH:19]=1. The catalyst class is: 3. (4) Reactant: [Cl:1][C:2]1[CH:21]=[CH:20][C:5]([O:6][C:7]2[CH:12]=[CH:11][C:10]([N:13]3[CH2:18][CH2:17][CH2:16][NH:15][C:14]3=O)=[CH:9][CH:8]=2)=[CH:4][CH:3]=1.COC1CCCC1.COC1C=CC(P2(SP(C3C=CC(OC)=CC=3)(=S)S2)=[S:38])=CC=1. Product: [Cl:1][C:2]1[CH:21]=[CH:20][C:5]([O:6][C:7]2[CH:12]=[CH:11][C:10]([N:13]3[CH2:18][CH2:17][CH2:16][NH:15][C:14]3=[S:38])=[CH:9][CH:8]=2)=[CH:4][CH:3]=1. The catalyst class is: 11. (5) Reactant: [CH2:1]([C:4]1[CH:9]=[CH:8][CH:7]=[CH:6][C:5]=1[OH:10])[CH:2]=[CH2:3].Br[CH2:12][C:13]([O:15][CH2:16][CH3:17])=[O:14].C(=O)([O-])[O-].[Cs+].[Cs+]. Product: [CH2:16]([O:15][C:13](=[O:14])[CH2:12][O:10][C:5]1[CH:6]=[CH:7][CH:8]=[CH:9][C:4]=1[CH2:1][CH:2]=[CH2:3])[CH3:17]. The catalyst class is: 3. (6) Reactant: [C:1]([NH:8][N:9]1[C:15](=[O:16])[CH2:14][C:13]2[CH:17]=[CH:18][CH:19]=[CH:20][C:12]=2[C:11]2[CH:21]=[CH:22][CH:23]=[CH:24][C:10]1=2)([O:3][C:4]([CH3:7])([CH3:6])[CH3:5])=[O:2].C([O-])([O-])=O.[Cs+].[Cs+].I[CH2:32][CH:33]([CH3:35])[CH3:34]. Product: [C:1]([NH:8][N:9]1[C:15](=[O:16])[CH:14]([CH2:32][CH:33]([CH3:35])[CH3:34])[C:13]2[CH:17]=[CH:18][CH:19]=[CH:20][C:12]=2[C:11]2[CH:21]=[CH:22][CH:23]=[CH:24][C:10]1=2)([O:3][C:4]([CH3:7])([CH3:6])[CH3:5])=[O:2]. The catalyst class is: 85.